Dataset: Full USPTO retrosynthesis dataset with 1.9M reactions from patents (1976-2016). Task: Predict the reactants needed to synthesize the given product. (1) The reactants are: Cl[C:2]1[C:11]2[C:6](=[CH:7][C:8]([O:17][CH2:18][CH2:19][O:20][CH3:21])=[C:9]([O:12][CH2:13][CH2:14][O:15][CH3:16])[CH:10]=2)[CH:5]=[C:4]([NH:22][C:23]2[CH:27]=[C:26]([CH3:28])[NH:25][N:24]=2)[N:3]=1. Given the product [CH:9]([O:12][C:2]1[C:11]2[C:6](=[CH:7][C:8]([O:17][CH2:18][CH2:19][O:20][CH3:21])=[C:9]([O:12][CH2:13][CH2:14][O:15][CH3:16])[CH:10]=2)[CH:5]=[C:4]([NH:22][C:23]2[CH:27]=[C:26]([CH3:28])[NH:25][N:24]=2)[N:3]=1)([CH3:10])[CH3:8], predict the reactants needed to synthesize it. (2) Given the product [Cl:24][C:18]1[CH:19]=[C:20]([N:23]=[CH:8][C:7]2[CH:6]=[CH:5][N:4]=[C:3]([C:10]3[CH:11]=[N:12][CH:13]=[CH:14][CH:15]=3)[C:2]=2[OH:1])[CH:21]=[CH:22][C:17]=1[F:16], predict the reactants needed to synthesize it. The reactants are: [OH:1][C:2]1[C:3]([C:10]2[CH:11]=[N:12][CH:13]=[CH:14][CH:15]=2)=[N:4][CH:5]=[CH:6][C:7]=1[CH:8]=O.[F:16][C:17]1[CH:22]=[CH:21][C:20]([NH2:23])=[CH:19][C:18]=1[Cl:24]. (3) Given the product [NH2:31][C@@H:30]([CH:29]([CH3:41])[CH3:28])[C:51]([N:14]1[CH2:15][CH2:16][N:11]([C:8]2[CH:9]=[CH:10][N:5]3[N:4]=[CH:3][C:2]([Br:1])=[C:6]3[N:7]=2)[CH2:12][CH2:13]1)=[O:52], predict the reactants needed to synthesize it. The reactants are: [Br:1][C:2]1[CH:3]=[N:4][N:5]2[CH:10]=[CH:9][C:8]([N:11]3[CH2:16][CH2:15][NH:14][CH2:13][CH2:12]3)=[N:7][C:6]=12.CN(C(ON1N=NC2[CH:28]=[CH:29][CH:30]=[N:31]C1=2)=[N+](C)C)C.F[P-](F)(F)(F)(F)F.[CH2:41](N(CC)CC)C.CN([CH:51]=[O:52])C. (4) Given the product [Cl:21][C:18]1[CH:19]=[CH:20][C:15]([CH2:14][N:13]([CH:10]2[CH2:11][CH2:12][NH:8][CH2:9]2)[CH2:22][C:23]([NH2:24])=[O:25])=[CH:16][CH:17]=1, predict the reactants needed to synthesize it. The reactants are: C(OC([N:8]1[CH2:12][CH2:11][CH:10]([N:13]([CH2:22][C:23](=[O:25])[NH2:24])[CH2:14][C:15]2[CH:20]=[CH:19][C:18]([Cl:21])=[CH:17][CH:16]=2)[CH2:9]1)=O)(C)(C)C.FC(F)(F)C(O)=O. (5) Given the product [N:11]1[C:20]2[C:15](=[CH:16][CH:17]=[CH:18][CH:19]=2)[N:14]=[CH:13][C:12]=1[C:21]([NH:1][C:2]1[CH:6]=[CH:5][S:4][C:3]=1[C:7]([O:9][CH3:10])=[O:8])=[O:22], predict the reactants needed to synthesize it. The reactants are: [NH2:1][C:2]1[CH:6]=[CH:5][S:4][C:3]=1[C:7]([O:9][CH3:10])=[O:8].[N:11]1[C:20]2[C:15](=[CH:16][CH:17]=[CH:18][CH:19]=2)[N:14]=[CH:13][C:12]=1[C:21](Cl)=[O:22]. (6) Given the product [O:1]1[C:6]2[CH:7]=[CH:8][C:9]([CH2:11][NH:20][C@H:21]3[CH2:26][CH2:25][C@H:24]([CH2:27][O:28][C:29]([C:31]4[CH:32]=[N:33][C:34]5[C:39]([CH:40]=4)=[CH:38][C:37]([O:41][CH3:42])=[CH:36][CH:35]=5)=[O:30])[CH2:23][CH2:22]3)=[CH:10][C:5]=2[O:4][CH2:3][CH2:2]1, predict the reactants needed to synthesize it. The reactants are: [O:1]1[C:6]2[CH:7]=[CH:8][C:9]([CH:11]=O)=[CH:10][C:5]=2[O:4][CH2:3][CH2:2]1.FC(F)(F)C(O)=O.[NH2:20][C@H:21]1[CH2:26][CH2:25][C@H:24]([CH2:27][O:28][C:29]([C:31]2[CH:32]=[N:33][C:34]3[C:39]([CH:40]=2)=[CH:38][C:37]([O:41][CH3:42])=[CH:36][CH:35]=3)=[O:30])[CH2:23][CH2:22]1.C(O[BH-](OC(=O)C)OC(=O)C)(=O)C.[Na+]. (7) Given the product [CH2:1]([CH:3]([C:6]1[C:10]([C:11]([O:13][CH2:14][CH3:15])=[O:12])=[CH:9][N:8]([C:17]2[CH:22]=[CH:21][C:20]([C:23]([F:26])([F:25])[F:24])=[CH:19][N:18]=2)[N:7]=1)[CH2:4][CH3:5])[CH3:2], predict the reactants needed to synthesize it. The reactants are: [CH2:1]([CH:3]([C:6]1[C:10]([C:11]([O:13][CH2:14][CH3:15])=[O:12])=[CH:9][NH:8][N:7]=1)[CH2:4][CH3:5])[CH3:2].Cl[C:17]1[CH:22]=[CH:21][C:20]([C:23]([F:26])([F:25])[F:24])=[CH:19][N:18]=1.C(=O)([O-])[O-].[K+].[K+].Cl. (8) Given the product [CH:57]1([CH2:56][O:55][C:39]2[CH:40]=[CH:41][C:42]3[C:43]([CH2:47][CH2:48][CH:49]4[CH2:54][CH2:53][N:52]([CH2:19][C:20]5([CH2:24][OH:25])[CH2:21][CH2:22][CH2:23]5)[CH2:51][CH2:50]4)=[N:44][O:45][C:46]=3[C:38]=2[CH2:37][N:35]([CH3:36])[CH3:34])[CH2:59][CH2:58]1, predict the reactants needed to synthesize it. The reactants are: [Si](O[CH2:19][C:20]1([CH:24]=[O:25])[CH2:23][CH2:22][CH2:21]1)(C(C)(C)C)(C1C=CC=CC=1)C1C=CC=CC=1.OCC1(CO)CCC1.[CH3:34][N:35]([CH2:37][C:38]1[C:46]2[O:45][N:44]=[C:43]([CH2:47][CH2:48][CH:49]3[CH2:54][CH2:53][NH:52][CH2:51][CH2:50]3)[C:42]=2[CH:41]=[CH:40][C:39]=1[O:55][CH2:56][CH:57]1[CH2:59][CH2:58]1)[CH3:36]. (9) Given the product [C:1]([O:5][C:6](=[O:7])[NH:8][CH2:9][C:10]1[CH:15]=[CH:14][C:13]([C:32]2[C:33]([O:39][CH3:40])=[N:34][CH:35]=[C:30]([Cl:29])[CH:31]=2)=[C:12]([O:24][C:25]([F:28])([F:27])[F:26])[CH:11]=1)([CH3:4])([CH3:3])[CH3:2], predict the reactants needed to synthesize it. The reactants are: [C:1]([O:5][C:6]([NH:8][CH2:9][C:10]1[CH:15]=[CH:14][C:13](OS(C(F)(F)F)(=O)=O)=[C:12]([O:24][C:25]([F:28])([F:27])[F:26])[CH:11]=1)=[O:7])([CH3:4])([CH3:3])[CH3:2].[Cl:29][C:30]1[CH:31]=[CH:32][C:33]([O:39][CH3:40])(B(O)O)[NH:34][CH:35]=1.C1(C)C=CC=CC=1.C(=O)([O-])[O-].[Na+].[Na+]. (10) The reactants are: [CH3:1][NH:2][C:3]([C@H:5]1[CH2:9][CH2:8][CH2:7][N:6]1[C:10]1[CH:15]=[CH:14][C:13]([NH:16][C:17]([NH2:19])=[NH:18])=[CH:12][CH:11]=1)=[O:4].CN(C)/[CH:22]=[CH:23]/[C:24]([C:26]1[N:30]([CH:31]([CH3:33])[CH3:32])[C:29]([CH3:34])=[N:28][CH:27]=1)=O. Given the product [CH3:1][NH:2][C:3]([C@H:5]1[CH2:9][CH2:8][CH2:7][N:6]1[C:10]1[CH:15]=[CH:14][C:13]([NH:16][C:17]2[N:19]=[C:24]([C:26]3[N:30]([CH:31]([CH3:33])[CH3:32])[C:29]([CH3:34])=[N:28][CH:27]=3)[CH:23]=[CH:22][N:18]=2)=[CH:12][CH:11]=1)=[O:4], predict the reactants needed to synthesize it.